Dataset: Forward reaction prediction with 1.9M reactions from USPTO patents (1976-2016). Task: Predict the product of the given reaction. (1) Given the reactants [Br:1][C:2]1[CH:11]=[CH:10][C:9]([N+:12]([O-])=O)=[C:8]2[C:3]=1[CH:4]=[CH:5][N:6]=[CH:7]2.[H][H], predict the reaction product. The product is: [Br:1][C:2]1[CH:11]=[CH:10][C:9]([NH2:12])=[C:8]2[C:3]=1[CH:4]=[CH:5][N:6]=[CH:7]2. (2) Given the reactants [CH3:1][C:2]([N:11]1[CH:15]=[C:14]([NH:16][C:17](=[O:23])[CH:18]([NH2:22])[CH2:19][CH2:20][CH3:21])[N:13]=[CH:12]1)([CH3:10])[CH2:3][N:4]1[CH2:9][CH2:8][O:7][CH2:6][CH2:5]1.[F:24][C:25]1[CH:26]=[C:27]2[C:32](=[C:33]([F:35])[CH:34]=1)[CH2:31][C:30](=O)[CH2:29][CH2:28]2, predict the reaction product. The product is: [CH3:1][C:2]([N:11]1[CH:15]=[C:14]([NH:16][C:17](=[O:23])[CH:18]([NH:22][CH:30]2[CH2:29][CH2:28][C:27]3[C:32](=[C:33]([F:35])[CH:34]=[C:25]([F:24])[CH:26]=3)[CH2:31]2)[CH2:19][CH2:20][CH3:21])[N:13]=[CH:12]1)([CH3:10])[CH2:3][N:4]1[CH2:5][CH2:6][O:7][CH2:8][CH2:9]1. (3) The product is: [F:11][C:12]1[CH:17]=[C:16]([F:18])[CH:15]=[CH:14][C:13]=1[N:19]1[C:23]2[N:24]([CH2:25][CH3:26])[C:2](=[O:4])[C:1](=[O:8])[NH:27][C:22]=2[CH:21]=[N:20]1. Given the reactants [C:1]([O:8]CC)(=O)[C:2]([O:4]CC)=O.[F:11][C:12]1[CH:17]=[C:16]([F:18])[CH:15]=[CH:14][C:13]=1[N:19]1[C:23]([NH:24][CH2:25][CH3:26])=[C:22]([NH2:27])[CH:21]=[N:20]1, predict the reaction product. (4) Given the reactants [C:1]([C:3]1[CH:8]=[CH:7][C:6]([C:9]2[N:10]=[C:11]([C@H:14]([CH3:31])[C@:15]([C:23]3[CH:28]=[CH:27][C:26]([F:29])=[CH:25][C:24]=3[F:30])([OH:22])[CH2:16][N:17]3[CH:21]=[N:20][CH:19]=[N:18]3)[S:12][CH:13]=2)=[CH:5][CH:4]=1)#[N:2].[H-].[K+].Cl[C:35]([O:37][CH2:38][Cl:39])=[O:36], predict the reaction product. The product is: [C:1]([C:3]1[CH:8]=[CH:7][C:6]([C:9]2[N:10]=[C:11]([C@H:14]([CH3:31])[C@:15]([C:23]3[CH:28]=[CH:27][C:26]([F:29])=[CH:25][C:24]=3[F:30])([O:22][C:35]([O:37][CH2:38][Cl:39])=[O:36])[CH2:16][N:17]3[CH:21]=[N:20][CH:19]=[N:18]3)[S:12][CH:13]=2)=[CH:5][CH:4]=1)#[N:2]. (5) The product is: [B:1]1([B:2]2[O:22][C:19]([CH3:21])([CH3:20])[C:16]([CH3:18])([CH3:17])[O:15]2)[O:22][C:19]([CH3:21])([CH3:20])[C:16]([CH3:18])([CH3:17])[O:15]1. Given the reactants [B:1](N(C)C)(N(C)C)[B:2](N(C)C)N(C)C.[OH:15][C:16]([C:19]([OH:22])([CH3:21])[CH3:20])([CH3:18])[CH3:17], predict the reaction product. (6) The product is: [CH2:11]([CH:8]1[CH2:9][CH2:10][N:5]([CH2:4][CH:3]([OH:18])[CH2:2][N:23]2[C:19](=[O:29])[C:20]3[C:21](=[CH:25][CH:26]=[CH:27][CH:28]=3)[C:22]2=[O:24])[CH2:6][CH2:7]1)[C:12]1[CH:17]=[CH:16][CH:15]=[CH:14][CH:13]=1. Given the reactants Cl[CH2:2][CH:3]([OH:18])[CH2:4][N:5]1[CH2:10][CH2:9][CH:8]([CH2:11][C:12]2[CH:17]=[CH:16][CH:15]=[CH:14][CH:13]=2)[CH2:7][CH2:6]1.[C:19]1(=[O:29])[NH:23][C:22](=[O:24])[C:21]2=[CH:25][CH:26]=[CH:27][CH:28]=[C:20]12.[K], predict the reaction product. (7) The product is: [CH:38]1([C:41]2[C:49]3[C:44](=[CH:45][CH:46]=[CH:47][C:48]=3[NH:50][C:22]([C:19]3[N:16]4[CH:17]=[CH:18][C:13]([O:12][CH2:11][CH2:10][N:7]5[CH2:8][CH2:9][N:4]([CH:1]([CH3:2])[CH3:3])[CH2:5][CH2:6]5)=[CH:14][C:15]4=[N:21][CH:20]=3)=[O:23])[N:43]([CH2:51][C:52]3[CH:56]=[CH:55][N:54]([CH2:57][CH3:58])[N:53]=3)[N:42]=2)[CH2:39][CH2:40]1. Given the reactants [CH:1]([N:4]1[CH2:9][CH2:8][N:7]([CH2:10][CH2:11][O:12][C:13]2[CH:18]=[CH:17][N:16]3[C:19]([C:22]([O-])=[O:23])=[CH:20][N:21]=[C:15]3[CH:14]=2)[CH2:6][CH2:5]1)([CH3:3])[CH3:2].[Li+].ClC1C=C(Cl)C=C(Cl)C=1C(Cl)=O.[CH:38]1([C:41]2[C:49]3[C:48]([NH2:50])=[CH:47][CH:46]=[CH:45][C:44]=3[N:43]([CH2:51][C:52]3[CH:56]=[CH:55][N:54]([CH2:57][CH3:58])[N:53]=3)[N:42]=2)[CH2:40][CH2:39]1.CCOCC, predict the reaction product. (8) Given the reactants [O:1]1[CH:5]=[CH:4][C:3]([NH2:6])=[N:2]1.[Cl:7][C:8]1[C:13]([CH3:14])=[CH:12][C:11]([C:15]2[C:24]3[C:19](=[CH:20][C:21]([S:25](Cl)(=[O:27])=[O:26])=[CH:22][CH:23]=3)[N:18]=[CH:17][N:16]=2)=[C:10]([O:29][CH3:30])[CH:9]=1.[Li+].C[Si]([N-][Si](C)(C)C)(C)C.Cl.O1CCOCC1, predict the reaction product. The product is: [Cl:7][C:8]1[C:13]([CH3:14])=[CH:12][C:11]([C:15]2[C:24]3[C:19](=[CH:20][C:21]([S:25]([NH:6][C:3]4[CH:4]=[CH:5][O:1][N:2]=4)(=[O:26])=[O:27])=[CH:22][CH:23]=3)[N:18]=[CH:17][N:16]=2)=[C:10]([O:29][CH3:30])[CH:9]=1.